From a dataset of Forward reaction prediction with 1.9M reactions from USPTO patents (1976-2016). Predict the product of the given reaction. Given the reactants Cl[C:2]1[C:7]([C:8]([O:10][CH2:11][CH3:12])=[S:9])=[CH:6][N:5]=[C:4]([CH3:13])[N:3]=1.C([N:16](CC)CC)C.[OH-].[NH4+].O, predict the reaction product. The product is: [NH2:16][C:2]1[C:7]([C:8]([O:10][CH2:11][CH3:12])=[S:9])=[CH:6][N:5]=[C:4]([CH3:13])[N:3]=1.